This data is from Forward reaction prediction with 1.9M reactions from USPTO patents (1976-2016). The task is: Predict the product of the given reaction. Given the reactants [CH3:1][CH2:2][CH3:3].C=CC.[CH:7]1[CH:12]=[CH:11][CH:10]=[CH:9][CH:8]=1, predict the reaction product. The product is: [C:7]1([CH:2]([CH3:3])[CH3:1])[CH:12]=[CH:11][CH:10]=[CH:9][CH:8]=1.